This data is from Peptide-MHC class I binding affinity with 185,985 pairs from IEDB/IMGT. The task is: Regression. Given a peptide amino acid sequence and an MHC pseudo amino acid sequence, predict their binding affinity value. This is MHC class I binding data. (1) The peptide sequence is SRKRRRTPKK. The MHC is Mamu-B03 with pseudo-sequence Mamu-B03. The binding affinity (normalized) is 0.278. (2) The peptide sequence is IGKMNKHYK. The MHC is HLA-B46:01 with pseudo-sequence HLA-B46:01. The binding affinity (normalized) is 0.0847.